Predict the reaction yield, written as a fraction of the theoretical maximum amount of product (1.0 means a 100% yield; for example, 0.34 means a 34% yield). From a dataset of Reaction yield outcomes from USPTO patents with 853,638 reactions. (1) The reactants are [CH3:1][N:2]([S:22]([C:25]1[S:26][CH:27]=[CH:28][CH:29]=1)(=[O:24])=[O:23])[C:3]1[CH:4]=[CH:5][CH:6]=[C:7]2[C:11]=1[NH:10][C:9]([C:12]1[S:16][C:15]([C:17](OCC)=[O:18])=[N:14][N:13]=1)=[CH:8]2.O1CCCC1.[BH4-].[Na+]. The catalyst is CO. The product is [OH:18][CH2:17][C:15]1[S:16][C:12]([C:9]2[NH:10][C:11]3[C:7]([CH:8]=2)=[CH:6][CH:5]=[CH:4][C:3]=3[N:2]([CH3:1])[S:22]([C:25]2[S:26][CH:27]=[CH:28][CH:29]=2)(=[O:24])=[O:23])=[N:13][N:14]=1. The yield is 0.940. (2) The reactants are Br[C:2]1[CH:3]=[CH:4][C:5]2[N:6]([CH:8]=[C:9]([C:11]([F:14])([F:13])[F:12])[N:10]=2)[CH:7]=1.[B:15]1([B:15]2[O:19][C:18]([CH3:21])([CH3:20])[C:17]([CH3:23])([CH3:22])[O:16]2)[O:19][C:18]([CH3:21])([CH3:20])[C:17]([CH3:23])([CH3:22])[O:16]1.C([O-])(=O)C.[K+].O. The yield is 0.530. The catalyst is CN(C)C=O.C1C=CC(P([C]2[CH][CH][CH][CH]2)C2C=CC=CC=2)=CC=1.C1C=CC(P([C]2[CH][CH][CH][CH]2)C2C=CC=CC=2)=CC=1.Cl[Pd]Cl.[Fe]. The product is [CH3:22][C:17]1([CH3:23])[C:18]([CH3:21])([CH3:20])[O:19][B:15]([C:2]2[CH:3]=[CH:4][C:5]3[N:6]([CH:8]=[C:9]([C:11]([F:14])([F:13])[F:12])[N:10]=3)[CH:7]=2)[O:16]1.